Dataset: Full USPTO retrosynthesis dataset with 1.9M reactions from patents (1976-2016). Task: Predict the reactants needed to synthesize the given product. The reactants are: [C:1]([O:5][C:6](=[O:13])[NH:7][C:8]1[S:9][CH:10]=[CH:11][N:12]=1)([CH3:4])([CH3:3])[CH3:2].[CH3:14][CH:15](O)[C:16]#[CH:17].C1(P(C2C=CC=CC=2)C2C=CC=CC=2)C=CC=CC=1.CCOC(/N=N/C(OCC)=O)=O. Given the product [C:1]([O:5][C:6](=[O:13])[N:7]([CH:16]([CH3:17])[C:15]#[CH:14])[C:8]1[S:9][CH:10]=[CH:11][N:12]=1)([CH3:4])([CH3:2])[CH3:3], predict the reactants needed to synthesize it.